The task is: Predict which catalyst facilitates the given reaction.. This data is from Catalyst prediction with 721,799 reactions and 888 catalyst types from USPTO. Reactant: [CH3:1][N:2]([CH3:23])[C:3]1[CH:8]=[C:7]([NH:9][C:10]2[CH:15]=[CH:14][C:13]([CH3:16])=[CH:12][CH:11]=2)[N:6]=[C:5]([N:17]2[CH2:22][CH2:21][NH:20][CH2:19][CH2:18]2)[N:4]=1.Cl[CH2:25][C:26]1[CH:31]=[CH:30][CH:29]=[CH:28][C:27]=1[O:32][CH3:33].C([O-])(O)=O.[Na+]. Product: [CH3:33][O:32][C:27]1[CH:28]=[CH:29][CH:30]=[CH:31][C:26]=1[CH2:25][N:20]1[CH2:19][CH2:18][N:17]([C:5]2[N:4]=[C:3]([N:2]([CH3:1])[CH3:23])[CH:8]=[C:7]([NH:9][C:10]3[CH:11]=[CH:12][C:13]([CH3:16])=[CH:14][CH:15]=3)[N:6]=2)[CH2:22][CH2:21]1. The catalyst class is: 3.